Dataset: Forward reaction prediction with 1.9M reactions from USPTO patents (1976-2016). Task: Predict the product of the given reaction. (1) Given the reactants Br[C:2]1[C:10]2[N:9]3[CH2:11][CH2:12][NH:13][C:14](=[O:15])[C:8]3=[C:7]([CH3:16])[C:6]=2[CH:5]=[C:4]([F:17])[CH:3]=1.[F:18][C:19]1[CH:20]=[C:21](B(O)O)[CH:22]=[C:23]([F:25])[CH:24]=1, predict the reaction product. The product is: [F:18][C:19]1[CH:20]=[C:21]([C:2]2[C:10]3[N:9]4[CH2:11][CH2:12][NH:13][C:14](=[O:15])[C:8]4=[C:7]([CH3:16])[C:6]=3[CH:5]=[C:4]([F:17])[CH:3]=2)[CH:22]=[C:23]([F:25])[CH:24]=1. (2) Given the reactants [C:1]([C:4]1[N:5]=[C:6]([CH:9]2[CH2:14][CH2:13][N:12]([C:15]([O:17][C:18]([CH3:21])([CH3:20])[CH3:19])=[O:16])[CH2:11][CH2:10]2)[O:7][CH:8]=1)([OH:3])=O.Cl.CN(C)CCCN=C=NCC.CN1CCOCC1.[CH3:41][NH:42][C@H:43]1[C:52]2[C:47](=[CH:48][CH:49]=[CH:50][CH:51]=2)[CH2:46][CH2:45][CH2:44]1, predict the reaction product. The product is: [CH3:41][N:42]([C@H:43]1[C:52]2[C:47](=[CH:48][CH:49]=[CH:50][CH:51]=2)[CH2:46][CH2:45][CH2:44]1)[C:1]([C:4]1[N:5]=[C:6]([CH:9]2[CH2:14][CH2:13][N:12]([C:15]([O:17][C:18]([CH3:21])([CH3:20])[CH3:19])=[O:16])[CH2:11][CH2:10]2)[O:7][CH:8]=1)=[O:3]. (3) Given the reactants [OH:1][C:2]1[CH:9]=[CH:8][C:5]([CH:6]=[O:7])=[CH:4][CH:3]=1.C([O-])([O-])=O.[K+].[K+].Cl[CH2:17][C:18]1[N:27]([CH3:28])[C:26](=[O:29])[C:25]2[C:20](=[CH:21][CH:22]=[CH:23][CH:24]=2)[N:19]=1, predict the reaction product. The product is: [CH3:28][N:27]1[C:26](=[O:29])[C:25]2[C:20](=[CH:21][CH:22]=[CH:23][CH:24]=2)[N:19]=[C:18]1[CH2:17][O:1][C:2]1[CH:9]=[CH:8][C:5]([CH:6]=[O:7])=[CH:4][CH:3]=1. (4) The product is: [Br:34][CH2:2][CH2:3][CH2:4][CH2:5][N:6]1[C:14]2[C:9](=[CH:10][CH:11]=[CH:12][CH:13]=2)[C:8]([C:15]2[C:16](=[O:32])[NH:17][C:18](=[O:31])[C:19]=2[C:20]2[C:28]3[O:27][CH:26]=[CH:25][C:24]=3[C:23]([O:29][CH3:30])=[CH:22][CH:21]=2)=[CH:7]1. Given the reactants O[CH2:2][CH2:3][CH2:4][CH2:5][N:6]1[C:14]2[C:9](=[CH:10][CH:11]=[CH:12][CH:13]=2)[C:8]([C:15]2[C:16](=[O:32])[NH:17][C:18](=[O:31])[C:19]=2[C:20]2[C:28]3[O:27][CH:26]=[CH:25][C:24]=3[C:23]([O:29][CH3:30])=[CH:22][CH:21]=2)=[CH:7]1.C(Br)(Br)(Br)[Br:34].C1(P(C2C=CC=CC=2)C2C=CC=CC=2)C=CC=CC=1, predict the reaction product. (5) Given the reactants [CH2:1]([Zn]CC)C.[C:6]([O:9][C:10]1[CH:17]=[CH:16][C:13]([CH:14]=[CH2:15])=[CH:12][CH:11]=1)(=[O:8])[CH3:7].ICI, predict the reaction product. The product is: [CH:14]1([C:13]2[CH:16]=[CH:17][C:10]([O:9][C:6](=[O:8])[CH3:7])=[CH:11][CH:12]=2)[CH2:1][CH2:15]1.